Dataset: Forward reaction prediction with 1.9M reactions from USPTO patents (1976-2016). Task: Predict the product of the given reaction. (1) Given the reactants [Cl:1][C:2]1[CH:3]=[C:4]([CH2:24][C:25]([O:27][CH2:28][CH3:29])=[O:26])[CH:5]=[C:6]([C:14]2[CH:19]=[CH:18][C:17]([C:20]([F:23])([F:22])[F:21])=[CH:16][CH:15]=2)[C:7]=1[O:8][CH2:9][C:10]([F:13])([F:12])[F:11].[H-].[Na+].[CH:32]1([CH2:35]Br)[CH2:34][CH2:33]1.[NH4+].[Cl-], predict the reaction product. The product is: [Cl:1][C:2]1[CH:3]=[C:4]([CH:24]([CH2:35][CH:32]2[CH2:34][CH2:33]2)[C:25]([O:27][CH2:28][CH3:29])=[O:26])[CH:5]=[C:6]([C:14]2[CH:15]=[CH:16][C:17]([C:20]([F:21])([F:22])[F:23])=[CH:18][CH:19]=2)[C:7]=1[O:8][CH2:9][C:10]([F:13])([F:12])[F:11]. (2) Given the reactants N12CCCN=C1CCCCC2.[CH3:12][O:13][C:14](=[O:24])[C:15]#[C:16][C:17]1[CH:22]=[CH:21][CH:20]=[C:19]([F:23])[CH:18]=1.C1(C)C=C(C)C=C(C)C=1S([O-])(=O)=O.[NH2:38][N+:39]1[CH:44]=[CH:43][CH:42]=[C:41]([O:45][CH3:46])[N:40]=1, predict the reaction product. The product is: [CH3:12][O:13][C:14]([C:15]1[C:16]([C:17]2[CH:22]=[CH:21][CH:20]=[C:19]([F:23])[CH:18]=2)=[N:38][N:39]2[C:44]=1[CH:43]=[CH:42][C:41]([O:45][CH3:46])=[N:40]2)=[O:24]. (3) Given the reactants Br[C:2]1[N:7]=[C:6]([C:8]([NH:10][C:11]2[CH:16]=[CH:15][C:14]([O:17][C:18]([F:21])([F:20])[F:19])=[CH:13][CH:12]=2)=[O:9])[CH:5]=[CH:4][CH:3]=1.[N:22]1[CH:27]=[C:26](B(O)O)[CH:25]=[N:24][CH:23]=1, predict the reaction product. The product is: [N:22]1[CH:27]=[C:26]([C:2]2[N:7]=[C:6]([C:8]([NH:10][C:11]3[CH:16]=[CH:15][C:14]([O:17][C:18]([F:21])([F:20])[F:19])=[CH:13][CH:12]=3)=[O:9])[CH:5]=[CH:4][CH:3]=2)[CH:25]=[N:24][CH:23]=1. (4) The product is: [CH3:34][N:17]([CH2:16][CH:13]1[O:12][C:8]2=[C:9]3[C:4](=[CH:5][CH:6]=[C:7]2[O:15][CH2:14]1)[N:3]=[C:2]([CH3:1])[CH:11]=[CH:10]3)[CH2:18][CH2:19][CH2:20][C:21]1[C:29]2[C:24](=[CH:25][CH:26]=[C:27]([C:30]#[N:31])[CH:28]=2)[NH:23][CH:22]=1. Given the reactants [CH3:1][C:2]1[CH:11]=[CH:10][C:9]2[C:4](=[CH:5][CH:6]=[C:7]3[O:15][CH2:14][C@H:13]([CH2:16][NH:17][CH2:18][CH2:19][CH2:20][C:21]4[C:29]5[C:24](=[CH:25][CH:26]=[C:27]([C:30]#[N:31])[CH:28]=5)[NH:23][CH:22]=4)[O:12][C:8]3=2)[N:3]=1.C=O.[C:34]([BH3-])#N.[Na+].C(O)(=O)C, predict the reaction product. (5) Given the reactants Br[C:2]1[C:3]([N:8]2[CH2:11][CH:10]([C:12]3[CH:21]=[CH:20][C:19]4[C:14](=[CH:15][CH:16]=[CH:17][CH:18]=4)[N:13]=3)[CH2:9]2)=[N:4][CH:5]=[CH:6][CH:7]=1.[NH:22]1[CH2:27][CH2:26][CH2:25][CH2:24][CH2:23]1.C1C=CC(P(C2C(C3C(P(C4C=CC=CC=4)C4C=CC=CC=4)=CC=C4C=3C=CC=C4)=C3C(C=CC=C3)=CC=2)C2C=CC=CC=2)=CC=1.[C:74]([O:78][Na])(C)(C)C, predict the reaction product. The product is: [N:13]1[C:14]2[C:19](=[CH:18][CH:17]=[CH:16][CH:15]=2)[CH:20]=[CH:21][C:12]=1[CH:10]1[CH2:11][N:8]([C:3]2[C:2]([N:22]3[CH2:27][CH2:26][CH:25]([CH2:74][OH:78])[CH2:24][CH2:23]3)=[CH:7][CH:6]=[CH:5][N:4]=2)[CH2:9]1. (6) Given the reactants [F:1][C:2]1[CH:7]=[CH:6][C:5]([C:8]([C:10]2[CH:19]=[CH:18][CH:17]=[C:16]3[C:11]=2[CH:12]=[CH:13][C:14]([NH:20][CH2:21][C:22]2[CH:27]=[CH:26][CH:25]=[CH:24][C:23]=2[O:28][CH3:29])=[N:15]3)=O)=[CH:4][CH:3]=1.Cl.[NH2:31][OH:32].C(=O)([O-])[O-].[Na+].[Na+].O, predict the reaction product. The product is: [F:1][C:2]1[CH:7]=[CH:6][C:5]([C:8]([C:10]2[CH:19]=[CH:18][CH:17]=[C:16]3[C:11]=2[CH:12]=[CH:13][C:14]([NH:20][CH2:21][C:22]2[CH:27]=[CH:26][CH:25]=[CH:24][C:23]=2[O:28][CH3:29])=[N:15]3)=[N:31][OH:32])=[CH:4][CH:3]=1. (7) Given the reactants [NH2:1][C:2](=O)[CH2:3][O:4][C@@H:5]([C:19]1[CH:24]=[CH:23][CH:22]=[C:21]([Cl:25])[CH:20]=1)[C@@H:6]1[CH2:11][CH2:10][CH2:9][N:8]([C:12]([O:14][C:15]([CH3:18])([CH3:17])[CH3:16])=[O:13])[CH2:7]1, predict the reaction product. The product is: [NH2:1][CH2:2][CH2:3][O:4][C@@H:5]([C:19]1[CH:24]=[CH:23][CH:22]=[C:21]([Cl:25])[CH:20]=1)[C@@H:6]1[CH2:11][CH2:10][CH2:9][N:8]([C:12]([O:14][C:15]([CH3:18])([CH3:16])[CH3:17])=[O:13])[CH2:7]1. (8) Given the reactants [F:1][C:2]1[CH:24]=[C:23]([F:25])[CH:22]=[CH:21][C:3]=1[O:4][C:5]1[CH:6]=[C:7]2[C:11](=[CH:12][C:13]=1[C:14]([OH:16])=[O:15])[N:10]([CH2:17][CH:18]([CH3:20])[CH3:19])[N:9]=[CH:8]2.CCN=C=NCCCN(C)C.O[N:38]1[C:42](=[O:43])[CH2:41][CH2:40][C:39]1=[O:44], predict the reaction product. The product is: [O:44]=[C:39]1[CH2:40][CH2:41][C:42](=[O:43])[N:38]1[O:15][C:14]([C:13]1[CH:12]=[C:11]2[C:7]([CH:8]=[N:9][N:10]2[CH2:17][CH:18]([CH3:20])[CH3:19])=[CH:6][C:5]=1[O:4][C:3]1[CH:21]=[CH:22][C:23]([F:25])=[CH:24][C:2]=1[F:1])=[O:16].